This data is from TCR-epitope binding with 47,182 pairs between 192 epitopes and 23,139 TCRs. The task is: Binary Classification. Given a T-cell receptor sequence (or CDR3 region) and an epitope sequence, predict whether binding occurs between them. (1) The epitope is FVDGVPFVV. The TCR CDR3 sequence is CASSQDLAGVRTGELFF. Result: 1 (the TCR binds to the epitope). (2) The epitope is VTIAEILLI. The TCR CDR3 sequence is CASSYGTGGQETQYF. Result: 0 (the TCR does not bind to the epitope).